From a dataset of Catalyst prediction with 721,799 reactions and 888 catalyst types from USPTO. Predict which catalyst facilitates the given reaction. (1) Reactant: [CH:1]1([C:7]2(O)[C:11]3[C:12]([CH3:26])=[C:13]([NH:18][C:19](=[O:25])[CH2:20][C:21]([CH3:24])([CH3:23])[CH3:22])[C:14]([CH3:17])=[C:15]([CH3:16])[C:10]=3[O:9][C:8]2([CH3:28])[CH3:27])[CH2:6][CH2:5][CH2:4][CH2:3][CH2:2]1. Product: [CH:1]1([CH:7]2[C:11]3[C:12]([CH3:26])=[C:13]([NH:18][C:19](=[O:25])[CH2:20][C:21]([CH3:22])([CH3:23])[CH3:24])[C:14]([CH3:17])=[C:15]([CH3:16])[C:10]=3[O:9][C:8]2([CH3:28])[CH3:27])[CH2:2][CH2:3][CH2:4][CH2:5][CH2:6]1. The catalyst class is: 175. (2) Reactant: [C:1]([NH:4][CH:5]([CH2:9][S:10][C:11](=[O:19])[C:12]1[CH:17]=[CH:16][C:15]([CH3:18])=[CH:14][CH:13]=1)[C:6]([OH:8])=[O:7])(=[O:3])[CH3:2].[CH2:20](N(CC)CC)[CH3:21].ICC. Product: [C:1]([NH:4][C@@H:5]([CH2:9][S:10][C:11](=[O:19])[C:12]1[CH:17]=[CH:16][C:15]([CH3:18])=[CH:14][CH:13]=1)[C:6]([O:8][CH2:20][CH3:21])=[O:7])(=[O:3])[CH3:2]. The catalyst class is: 6. (3) Reactant: [CH2:1]([NH:8][C:9]1[CH:14]=[CH:13][C:12]([S:15]([CH3:18])(=[O:17])=[O:16])=[CH:11][C:10]=1[N+:19]([O-])=O)[C:2]1[CH:7]=[CH:6][CH:5]=[CH:4][CH:3]=1.[Sn](Cl)(Cl)(Cl)Cl.C(=O)([O-])O.[Na+]. Product: [CH2:1]([NH:8][C:9]1[C:10]([NH2:19])=[CH:11][C:12]([S:15]([CH3:18])(=[O:17])=[O:16])=[CH:13][CH:14]=1)[C:2]1[CH:3]=[CH:4][CH:5]=[CH:6][CH:7]=1. The catalyst class is: 8. (4) Reactant: [C:1]1([CH:7]2[CH2:11][O:10][C:9](=[O:12])[CH2:8]2)[CH:6]=[CH:5][CH:4]=[CH:3][CH:2]=1.[CH:13]1[C:22]2[C:17](=[CH:18][CH:19]=[CH:20][CH:21]=2)[CH:16]=[CH:15][C:14]=1[SH:23].[H-].[Na+]. Product: [CH:13]1[C:22]2[C:17](=[CH:18][CH:19]=[CH:20][CH:21]=2)[CH:16]=[CH:15][C:14]=1[S:23][CH2:11][CH:7]([C:1]1[CH:6]=[CH:5][CH:4]=[CH:3][CH:2]=1)[CH2:8][C:9]([OH:10])=[O:12]. The catalyst class is: 42. (5) Reactant: [CH2:1]([N:8]1[C:13](=[O:14])[C:12]2[C:15]([CH3:18])=[N:16][S:17][C:11]=2[N:10]=[C:9]1[CH:19]([NH:23][CH2:24][CH2:25][CH:26]1[O:30][CH2:29][CH2:28][O:27]1)[CH:20]([CH3:22])[CH3:21])[C:2]1[CH:7]=[CH:6][CH:5]=[CH:4][CH:3]=1.[Br:31][C:32]1[CH:40]=[CH:39][C:35]([C:36](Cl)=[O:37])=[CH:34][CH:33]=1. Product: [CH2:1]([N:8]1[C:13](=[O:14])[C:12]2[C:15]([CH3:18])=[N:16][S:17][C:11]=2[N:10]=[C:9]1[CH:19]([N:23]([CH2:24][CH2:25][CH:26]1[O:27][CH2:28][CH2:29][O:30]1)[C:36](=[O:37])[C:35]1[CH:39]=[CH:40][C:32]([Br:31])=[CH:33][CH:34]=1)[CH:20]([CH3:22])[CH3:21])[C:2]1[CH:7]=[CH:6][CH:5]=[CH:4][CH:3]=1. The catalyst class is: 22. (6) Reactant: [OH:1][C:2]1[C:3]([C:12]([OH:14])=O)=[CH:4][CH:5]=[C:6]2C=1N=C[CH:8]=[CH:7]2.CC(N)C[CH2:18][C:19]1[CH:24]=[CH:23][CH:22]=[CH:21][CH:20]=1.O[N:27]1C2C=CC=CC=2N=N1.Cl.[CH3:37][N:38]([CH3:47])[CH2:39][CH2:40][CH2:41]N=C=NCC.C(N(CC)CC)C. Product: [CH3:47][N:38]1[C:37]2[C:6](=[CH:5][CH:4]=[C:3]([C:12]([NH2:27])=[O:14])[C:2]=2[OH:1])[CH:7]=[CH:8][CH:39]1[CH2:40][CH2:41][CH2:18][C:19]1[CH:20]=[CH:21][CH:22]=[CH:23][CH:24]=1. The catalyst class is: 3. (7) Reactant: C(O)(=O)C.C([N:12]1[CH2:24][CH2:23][C:15]2([CH2:20][C:19](=[O:21])[NH:18][C:17](=[O:22])[CH2:16]2)[CH2:14][CH2:13]1)C1C=CC=CC=1. Product: [CH2:20]1[C:15]2([CH2:14][CH2:13][NH:12][CH2:24][CH2:23]2)[CH2:16][C:17](=[O:22])[NH:18][C:19]1=[O:21]. The catalyst class is: 421.